From a dataset of NCI-60 drug combinations with 297,098 pairs across 59 cell lines. Regression. Given two drug SMILES strings and cell line genomic features, predict the synergy score measuring deviation from expected non-interaction effect. (1) Drug 1: CN1C(=O)N2C=NC(=C2N=N1)C(=O)N. Drug 2: COC1=NC(=NC2=C1N=CN2C3C(C(C(O3)CO)O)O)N. Cell line: NCI-H522. Synergy scores: CSS=-2.13, Synergy_ZIP=1.48, Synergy_Bliss=0.755, Synergy_Loewe=-3.31, Synergy_HSA=-3.49. (2) Drug 1: C1=CC(=CC=C1C#N)C(C2=CC=C(C=C2)C#N)N3C=NC=N3. Drug 2: CCN(CC)CCCC(C)NC1=C2C=C(C=CC2=NC3=C1C=CC(=C3)Cl)OC. Cell line: LOX IMVI. Synergy scores: CSS=33.5, Synergy_ZIP=-5.23, Synergy_Bliss=-4.39, Synergy_Loewe=6.60, Synergy_HSA=1.18. (3) Drug 1: CC1=C(C=C(C=C1)NC2=NC=CC(=N2)N(C)C3=CC4=NN(C(=C4C=C3)C)C)S(=O)(=O)N.Cl. Drug 2: C1=CC(=CC=C1CCC2=CNC3=C2C(=O)NC(=N3)N)C(=O)NC(CCC(=O)O)C(=O)O. Cell line: A498. Synergy scores: CSS=19.3, Synergy_ZIP=1.79, Synergy_Bliss=1.46, Synergy_Loewe=-14.4, Synergy_HSA=-1.22. (4) Drug 1: CCC(=C(C1=CC=CC=C1)C2=CC=C(C=C2)OCCN(C)C)C3=CC=CC=C3.C(C(=O)O)C(CC(=O)O)(C(=O)O)O. Drug 2: COC1=NC(=NC2=C1N=CN2C3C(C(C(O3)CO)O)O)N. Cell line: MDA-MB-231. Synergy scores: CSS=-8.93, Synergy_ZIP=4.27, Synergy_Bliss=5.74, Synergy_Loewe=-3.76, Synergy_HSA=-3.76. (5) Drug 1: CC(CN1CC(=O)NC(=O)C1)N2CC(=O)NC(=O)C2. Drug 2: C1CNP(=O)(OC1)N(CCCl)CCCl. Cell line: SN12C. Synergy scores: CSS=35.0, Synergy_ZIP=-4.04, Synergy_Bliss=9.04, Synergy_Loewe=-3.98, Synergy_HSA=6.98. (6) Drug 1: C1CC(C1)(C(=O)O)C(=O)O.[NH2-].[NH2-].[Pt+2]. Drug 2: N.N.Cl[Pt+2]Cl. Cell line: OVCAR3. Synergy scores: CSS=46.2, Synergy_ZIP=5.56, Synergy_Bliss=7.29, Synergy_Loewe=-16.0, Synergy_HSA=2.79. (7) Drug 1: C1CNP(=O)(OC1)N(CCCl)CCCl. Drug 2: CC12CCC3C(C1CCC2OP(=O)(O)O)CCC4=C3C=CC(=C4)OC(=O)N(CCCl)CCCl.[Na+]. Cell line: SF-268. Synergy scores: CSS=28.2, Synergy_ZIP=-8.01, Synergy_Bliss=0.0608, Synergy_Loewe=-8.18, Synergy_HSA=0.532. (8) Drug 1: C1CCC(C(C1)N)N.C(=O)(C(=O)[O-])[O-].[Pt+4]. Synergy scores: CSS=60.3, Synergy_ZIP=-2.75, Synergy_Bliss=-4.59, Synergy_Loewe=-1.88, Synergy_HSA=1.19. Drug 2: CC1CCCC2(C(O2)CC(NC(=O)CC(C(C(=O)C(C1O)C)(C)C)O)C(=CC3=CSC(=N3)C)C)C. Cell line: SW-620. (9) Drug 1: CN(C)N=NC1=C(NC=N1)C(=O)N. Drug 2: CC1C(C(CC(O1)OC2CC(CC3=C2C(=C4C(=C3O)C(=O)C5=CC=CC=C5C4=O)O)(C(=O)C)O)N)O. Cell line: T-47D. Synergy scores: CSS=28.1, Synergy_ZIP=-0.232, Synergy_Bliss=0.238, Synergy_Loewe=-21.2, Synergy_HSA=1.40. (10) Drug 1: C1CCC(C(C1)N)N.C(=O)(C(=O)[O-])[O-].[Pt+4]. Drug 2: N.N.Cl[Pt+2]Cl. Cell line: TK-10. Synergy scores: CSS=17.9, Synergy_ZIP=-0.299, Synergy_Bliss=12.2, Synergy_Loewe=-1.58, Synergy_HSA=0.151.